This data is from Catalyst prediction with 721,799 reactions and 888 catalyst types from USPTO. The task is: Predict which catalyst facilitates the given reaction. Reactant: [CH2:1]([O:3][C:4](=[O:31])[CH2:5][O:6][C:7]1[CH:12]=[CH:11][C:10]([S:13][C:14]2[CH:19]=[C:18]([OH:20])[CH:17]=[C:16]([C:21]#[C:22][C:23]3[CH:28]=[CH:27][C:26]([Cl:29])=[CH:25][CH:24]=3)[CH:15]=2)=[CH:9][C:8]=1[Cl:30])[CH3:2].[N:32]1([CH2:38][CH2:39][CH2:40]O)[CH2:37][CH2:36][O:35][CH2:34][CH2:33]1.C(P(CCCC)CCCC)CCC.N(C(N1CCCCC1)=O)=NC(N1CCCCC1)=O. Product: [CH2:1]([O:3][C:4](=[O:31])[CH2:5][O:6][C:7]1[CH:12]=[CH:11][C:10]([S:13][C:14]2[CH:19]=[C:18]([O:20][CH2:40][CH2:39][CH2:38][N:32]3[CH2:37][CH2:36][O:35][CH2:34][CH2:33]3)[CH:17]=[C:16]([C:21]#[C:22][C:23]3[CH:24]=[CH:25][C:26]([Cl:29])=[CH:27][CH:28]=3)[CH:15]=2)=[CH:9][C:8]=1[Cl:30])[CH3:2]. The catalyst class is: 1.